From a dataset of Reaction yield outcomes from USPTO patents with 853,638 reactions. Predict the reaction yield, written as a fraction of the theoretical maximum amount of product (1.0 means a 100% yield; for example, 0.34 means a 34% yield). The reactants are C(P1(=O)OP(CCC)(=O)OP(CCC)(=O)O1)CC.[C:19]([O:23][C:24]([N:26]1[CH2:35][CH2:34][C:33]2[C:28](=[CH:29][CH:30]=[C:31]([O:36][CH2:37][CH3:38])[CH:32]=2)[CH:27]1[C:39]([OH:41])=O)=[O:25])([CH3:22])([CH3:21])[CH3:20].[F:42][C:43]1[CH:44]=[C:45]([CH:47]=[C:48]([F:56])[C:49]=1[C:50]([CH3:55])([CH3:54])[CH2:51][O:52][CH3:53])[NH2:46].CCN(C(C)C)C(C)C. The catalyst is CN(C1C=CN=CC=1)C.C(OCC)(=O)C.O. The product is [F:42][C:43]1[CH:44]=[C:45]([NH:46][C:39]([CH:27]2[C:28]3[C:33](=[CH:32][C:31]([O:36][CH2:37][CH3:38])=[CH:30][CH:29]=3)[CH2:34][CH2:35][N:26]2[C:24]([O:23][C:19]([CH3:20])([CH3:22])[CH3:21])=[O:25])=[O:41])[CH:47]=[C:48]([F:56])[C:49]=1[C:50]([CH3:54])([CH3:55])[CH2:51][O:52][CH3:53]. The yield is 0.820.